Dataset: Catalyst prediction with 721,799 reactions and 888 catalyst types from USPTO. Task: Predict which catalyst facilitates the given reaction. (1) Reactant: [CH3:1][N:2]1[C:6]2=[N:7][C:8]([N:11]3[CH:16]=[CH:15][C:14]([C:17]4[CH:22]=[CH:21][C:20]([C:23]([F:26])([F:25])[F:24])=[CH:19][N:18]=4)=[CH:13][C:12]3=[O:27])=[CH:9][CH:10]=[C:5]2[C:4]2[CH2:28][N:29](C(OC(C)(C)C)=O)[CH2:30][CH2:31][C:3]1=2.[ClH:39]. Product: [ClH:39].[CH3:1][N:2]1[C:6]2=[N:7][C:8]([N:11]3[CH:16]=[CH:15][C:14]([C:17]4[CH:22]=[CH:21][C:20]([C:23]([F:24])([F:25])[F:26])=[CH:19][N:18]=4)=[CH:13][C:12]3=[O:27])=[CH:9][CH:10]=[C:5]2[C:4]2[CH2:28][NH:29][CH2:30][CH2:31][C:3]1=2. The catalyst class is: 275. (2) Reactant: [C:1]([C:4]1[N:5]=[CH:6][C:7]([NH:27][C@@H:28]2[CH2:32][CH2:31][N:30]([C:33]([O:35][C:36]([CH3:39])([CH3:38])[CH3:37])=[O:34])[CH2:29]2)=[N:8][C:9]=1[NH:10][C:11]1[CH:16]=[CH:15][C:14]([N:17]2[CH2:26][CH2:25][C:20]3([O:24][CH2:23][CH2:22][O:21]3)[CH2:19][CH2:18]2)=[CH:13][CH:12]=1)(=[O:3])[NH2:2].[Br:40]N1C(=O)CCC1=O. Product: [Br:40][C:6]1[C:7]([NH:27][C@@H:28]2[CH2:32][CH2:31][N:30]([C:33]([O:35][C:36]([CH3:39])([CH3:38])[CH3:37])=[O:34])[CH2:29]2)=[N:8][C:9]([NH:10][C:11]2[CH:16]=[CH:15][C:14]([N:17]3[CH2:18][CH2:19][C:20]4([O:21][CH2:22][CH2:23][O:24]4)[CH2:25][CH2:26]3)=[CH:13][CH:12]=2)=[C:4]([C:1](=[O:3])[NH2:2])[N:5]=1. The catalyst class is: 22.